This data is from Full USPTO retrosynthesis dataset with 1.9M reactions from patents (1976-2016). The task is: Predict the reactants needed to synthesize the given product. (1) Given the product [Cl:31][C:3]1[C:4]([Cl:30])=[C:5]([N:8]2[CH2:9][CH2:10][N:11]([CH2:14][CH2:15][CH2:16][CH2:17][O:18][C:19]3[CH:28]=[C:27]4[C:22]([CH2:23][CH2:24][C:25](=[O:29])[NH:26]4)=[CH:21][CH:20]=3)[CH2:12][CH2:13]2)[CH:6]=[CH:7][C:2]=1[NH:1][C:32](=[O:39])[CH2:33][CH2:34][CH2:35][C:36]([OH:38])=[O:37], predict the reactants needed to synthesize it. The reactants are: [NH2:1][C:2]1[CH:7]=[CH:6][C:5]([N:8]2[CH2:13][CH2:12][N:11]([CH2:14][CH2:15][CH2:16][CH2:17][O:18][C:19]3[CH:28]=[C:27]4[C:22]([CH2:23][CH2:24][C:25](=[O:29])[NH:26]4)=[CH:21][CH:20]=3)[CH2:10][CH2:9]2)=[C:4]([Cl:30])[C:3]=1[Cl:31].[C:32]1(=[O:39])[O:38][C:36](=[O:37])[CH2:35][CH2:34][CH2:33]1. (2) Given the product [CH3:21][O:20][C:17]1[CH:18]=[CH:19][C:14]([CH2:13][NH:12][C:7]2[C:6]([N:22]3[CH2:27][CH2:26][O:25][CH2:24][CH2:23]3)=[CH:5][C:4]3[C:9](=[CH:10][CH:11]=[C:2]([B:31]4[O:32][C:33]([CH3:35])([CH3:34])[C:29]([CH3:45])([CH3:28])[O:30]4)[CH:3]=3)[N:8]=2)=[CH:15][CH:16]=1, predict the reactants needed to synthesize it. The reactants are: Br[C:2]1[CH:3]=[C:4]2[C:9](=[CH:10][CH:11]=1)[N:8]=[C:7]([NH:12][CH2:13][C:14]1[CH:19]=[CH:18][C:17]([O:20][CH3:21])=[CH:16][CH:15]=1)[C:6]([N:22]1[CH2:27][CH2:26][O:25][CH2:24][CH2:23]1)=[CH:5]2.[CH3:28][C:29]1([CH3:45])[C:33]([CH3:35])([CH3:34])[O:32][B:31]([B:31]2[O:32][C:33]([CH3:35])([CH3:34])[C:29]([CH3:45])([CH3:28])[O:30]2)[O:30]1.C([O-])(=O)C.[K+].CN(C=O)C. (3) The reactants are: [H-].[Al+3].[Li+].[H-].[H-].[H-].C[O:8][C:9](=O)/[CH:10]=[CH:11]/[C:12]1[CH:17]=[CH:16][C:15]([O:18][CH3:19])=[C:14]([NH2:20])[CH:13]=1. Given the product [NH2:20][C:14]1[CH:13]=[C:12](/[CH:11]=[CH:10]/[CH2:9][OH:8])[CH:17]=[CH:16][C:15]=1[O:18][CH3:19], predict the reactants needed to synthesize it. (4) Given the product [CH3:28][C@@H:27]([S:9]([NH2:8])(=[O:11])=[O:10])[CH2:26][CH2:25][CH:31]=[CH2:32], predict the reactants needed to synthesize it. The reactants are: COC1C=CC(C[N:8](CC2C=CC(OC)=CC=2)[S:9](CC)(=[O:11])=[O:10])=CC=1.[CH2:25]([Li])[CH2:26][CH2:27][CH3:28].Br[CH2:31][CH2:32]C=C. (5) The reactants are: C(OC([N:8]1[CH2:25][CH2:24][CH2:23][C:10]2([C:14](=[O:15])[N:13]([CH3:16])[CH2:12][CH:11]2[C:17]2[CH:18]=[N:19][CH:20]=[CH:21][CH:22]=2)[CH2:9]1)=O)(C)(C)C.C(O)(C(F)(F)F)=O. Given the product [CH3:16][N:13]1[CH2:12][CH:11]([C:17]2[CH:18]=[N:19][CH:20]=[CH:21][CH:22]=2)[C:10]2([CH2:23][CH2:24][CH2:25][NH:8][CH2:9]2)[C:14]1=[O:15], predict the reactants needed to synthesize it.